This data is from Forward reaction prediction with 1.9M reactions from USPTO patents (1976-2016). The task is: Predict the product of the given reaction. (1) Given the reactants [F:1][C:2]1[C:3]([OH:27])=[CH:4][CH:5]=[C:6]2[C:11]=1[C:10]([CH3:13])([CH3:12])[C:9](=[O:14])[C:8]([C:15]([NH:17][CH2:18][C:19]([O:21][C:22]([CH3:25])([CH3:24])[CH3:23])=[O:20])=[O:16])=[C:7]2[OH:26].[C:28]([O-])([O-])=O.[K+].[K+].CI, predict the reaction product. The product is: [F:1][C:2]1[C:3]([O:27][CH3:28])=[CH:4][CH:5]=[C:6]2[C:11]=1[C:10]([CH3:13])([CH3:12])[C:9](=[O:14])[C:8]([C:15]([NH:17][CH2:18][C:19]([O:21][C:22]([CH3:25])([CH3:24])[CH3:23])=[O:20])=[O:16])=[C:7]2[OH:26]. (2) Given the reactants [NH2:1][C:2]1[CH:10]=[CH:9][C:5]([C:6]([OH:8])=[O:7])=[CH:4][C:3]=1[OH:11].N1C=CC=CC=1.[C:18](Cl)(=[O:25])[C:19]1[CH:24]=[CH:23][CH:22]=[CH:21][CH:20]=1, predict the reaction product. The product is: [C:18]([NH:1][C:2]1[CH:10]=[CH:9][C:5]([C:6]([OH:8])=[O:7])=[CH:4][C:3]=1[OH:11])(=[O:25])[C:19]1[CH:24]=[CH:23][CH:22]=[CH:21][CH:20]=1.